This data is from Reaction yield outcomes from USPTO patents with 853,638 reactions. The task is: Predict the reaction yield, written as a fraction of the theoretical maximum amount of product (1.0 means a 100% yield; for example, 0.34 means a 34% yield). (1) The reactants are [CH3:1][S:2][C:3]1[N:4]=[CH:5][C:6]2[CH:12]=[CH:11][C:10](=[O:13])[NH:9][C:7]=2[N:8]=1.[H-].[Na+].Cl[CH2:17][C:18]1[N:19]=[CH:20][S:21][C:22]=1[CH:23]1[CH2:25][CH2:24]1. The catalyst is CN(C)C=O. The product is [CH:23]1([C:22]2[S:21][CH:20]=[N:19][C:18]=2[CH2:17][N:9]2[C:7]3[N:8]=[C:3]([S:2][CH3:1])[N:4]=[CH:5][C:6]=3[CH:12]=[CH:11][C:10]2=[O:13])[CH2:25][CH2:24]1. The yield is 0.480. (2) The reactants are C(OC([N:8]1[C:16]2[C:11](=[CH:12][CH:13]=[CH:14][CH:15]=2)[CH:10]=[C:9]1[C:17]1[C:22]([Cl:23])=[N:21][CH:20]=[CH:19][N:18]=1)=O)(C)(C)C. The catalyst is C(Cl)Cl.C(O)(C(F)(F)F)=O. The product is [Cl:23][C:22]1[C:17]([C:9]2[NH:8][C:16]3[C:11]([CH:10]=2)=[CH:12][CH:13]=[CH:14][CH:15]=3)=[N:18][CH:19]=[CH:20][N:21]=1. The yield is 0.950. (3) The reactants are Cl[C:2]1[C:3]2[CH:10]=[CH:9][S:8][C:4]=2[N:5]=[CH:6][N:7]=1.[C:11]([N:14]1[CH2:19][CH2:18][CH:17]([C:20]2[N:21]=[C:22]([NH:25][C:26]3[N:31]=[CH:30][C:29]([S:32]CCC(OC)=O)=[CH:28][C:27]=3[O:39][C:40]3[CH:45]=[CH:44][CH:43]=[CH:42][CH:41]=3)[S:23][CH:24]=2)[CH2:16][CH2:15]1)(=[O:13])[CH3:12].CC([O-])(C)C.[K+]. The catalyst is CS(C)=O. The product is [O:39]([C:27]1[C:26]([NH:25][C:22]2[S:23][CH:24]=[C:20]([CH:17]3[CH2:16][CH2:15][N:14]([C:11](=[O:13])[CH3:12])[CH2:19][CH2:18]3)[N:21]=2)=[N:31][CH:30]=[C:29]([S:32][C:2]2[C:3]3[CH:10]=[CH:9][S:8][C:4]=3[N:5]=[CH:6][N:7]=2)[CH:28]=1)[C:40]1[CH:41]=[CH:42][CH:43]=[CH:44][CH:45]=1. The yield is 0.460. (4) The reactants are [N:1]1([N:9]2[CH2:14][CH2:13][CH2:12][CH2:11][CH2:10]2)[CH2:6][CH2:5][C:4](=O)[CH2:3][C:2]1=[O:8].[Cl:15][C:16]1[CH:22]=[C:21]([Cl:23])[CH:20]=[CH:19][C:17]=1[NH2:18].O. The catalyst is CC1CCCO1. The product is [Cl:15][C:16]1[CH:22]=[C:21]([Cl:23])[CH:20]=[CH:19][C:17]=1[NH:18][C:4]1[CH2:5][CH2:6][N:1]([N:9]2[CH2:14][CH2:13][CH2:12][CH2:11][CH2:10]2)[C:2](=[O:8])[CH:3]=1. The yield is 0.920.